Dataset: Peptide-MHC class I binding affinity with 185,985 pairs from IEDB/IMGT. Task: Regression. Given a peptide amino acid sequence and an MHC pseudo amino acid sequence, predict their binding affinity value. This is MHC class I binding data. (1) The peptide sequence is SPKRLSAAI. The MHC is HLA-B51:01 with pseudo-sequence HLA-B51:01. The binding affinity (normalized) is 0.0847. (2) The peptide sequence is TAMAFHLSTR. The MHC is HLA-A31:01 with pseudo-sequence HLA-A31:01. The binding affinity (normalized) is 0.673. (3) The peptide sequence is GEPKTVKVL. The MHC is HLA-B18:01 with pseudo-sequence HLA-B18:01. The binding affinity (normalized) is 0. (4) The peptide sequence is SLQSKHRKSR. The MHC is Patr-A0401 with pseudo-sequence Patr-A0401. The binding affinity (normalized) is 0.232. (5) The peptide sequence is HPVHAGPIA. The MHC is HLA-B45:01 with pseudo-sequence HLA-B45:01. The binding affinity (normalized) is 0. (6) The peptide sequence is LTDFQPHQLW. The MHC is HLA-A01:01 with pseudo-sequence HLA-A01:01. The binding affinity (normalized) is 0.305.